This data is from Catalyst prediction with 721,799 reactions and 888 catalyst types from USPTO. The task is: Predict which catalyst facilitates the given reaction. (1) Reactant: [CH3:1][CH2:2][C:3](=[O:7])[CH:4]=[CH:5][CH3:6].[CH:8]1[CH2:12][CH:11]=[CH:10][CH:9]=1.Cl(O)(=O)(=O)=O.C([C@@H]1N[C@H](C2OC(C)=CC=2)N(C)C1=O)C1C=CC=CC=1. Product: [CH3:6][C@H:5]1[C@@H:10]2[CH2:11][C@H:12]([CH:8]=[CH:9]2)[C@@H:4]1[C:3](=[O:7])[CH2:2][CH3:1]. The catalyst class is: 6. (2) Reactant: [Cl:1][C:2]1[CH:3]=[C:4]([CH:36]=[CH:37][C:38]=1[O:39][CH3:40])[CH2:5][NH:6][C:7]1[C:12]([C:13]([O:15][CH2:16][CH2:17][O:18][CH2:19][C:20]2[CH:25]=[CH:24][CH:23]=[CH:22][CH:21]=2)=[O:14])=[C:11]([N:26]2[CH2:31][CH2:30][CH:29]([OH:32])[CH2:28][CH2:27]2)[N:10]=[C:9](S(C)=O)[N:8]=1.[NH:41]1[CH2:47][CH2:46][CH2:45][C@H:42]1[CH2:43][OH:44].C(N(CC)CC)C.CN(C)C=O. Product: [Cl:1][C:2]1[CH:3]=[C:4]([CH:36]=[CH:37][C:38]=1[O:39][CH3:40])[CH2:5][NH:6][C:7]1[C:12]([C:13]([O:15][CH2:16][CH2:17][O:18][CH2:19][C:20]2[CH:25]=[CH:24][CH:23]=[CH:22][CH:21]=2)=[O:14])=[C:11]([N:26]2[CH2:31][CH2:30][CH:29]([OH:32])[CH2:28][CH2:27]2)[N:10]=[C:9]([N:41]2[CH2:47][CH2:46][CH2:45][CH:42]2[CH2:43][OH:44])[N:8]=1. The catalyst class is: 6. (3) Reactant: [Cl:1][C:2]1[CH:9]=[CH:8][C:5]([CH:6]=[O:7])=[CH:4][C:3]=1[F:10].[CH3:11]COCC.C[Mg+].[Br-]. Product: [Cl:1][C:2]1[CH:9]=[CH:8][C:5]([CH:6]([OH:7])[CH3:11])=[CH:4][C:3]=1[F:10]. The catalyst class is: 1. (4) Reactant: Cl[C:2]1[N:7]=[C:6]([Cl:8])[N:5]=[C:4]([O:9][CH3:10])[N:3]=1.CCN(C(C)C)C(C)C.[F:20][C:21]([F:33])([F:32])[O:22][C:23]1[CH:28]=[CH:27][C:26]([CH2:29][CH2:30][NH2:31])=[CH:25][CH:24]=1. Product: [Cl:8][C:6]1[N:5]=[C:4]([O:9][CH3:10])[N:3]=[C:2]([NH:31][CH2:30][CH2:29][C:26]2[CH:25]=[CH:24][C:23]([O:22][C:21]([F:20])([F:32])[F:33])=[CH:28][CH:27]=2)[N:7]=1. The catalyst class is: 10. (5) Reactant: [CH:1](=O)[C:2]1[C:3](=[CH:5][CH:6]=[CH:7][CH:8]=1)[OH:4].[C:10]1([NH2:17])[CH:15]=[CH:14][CH:13]=[CH:12][C:11]=1[NH2:16].S(S([O-])=O)([O-])(=O)=O.[Na+].[Na+]. Product: [OH:4][C:3]1[CH:5]=[CH:6][CH:7]=[CH:8][C:2]=1[C:1]1[NH:16][C:11]2[CH:12]=[CH:13][CH:14]=[CH:15][C:10]=2[N:17]=1. The catalyst class is: 18.